This data is from Reaction yield outcomes from USPTO patents with 853,638 reactions. The task is: Predict the reaction yield, written as a fraction of the theoretical maximum amount of product (1.0 means a 100% yield; for example, 0.34 means a 34% yield). (1) The reactants are [Br:1][C:2]1[CH:7]=[CH:6][CH:5]=[CH:4][C:3]=1/[CH:8]=[CH:9]/[C:10]1[CH:15]=[C:14]([Cl:16])[CH:13]=[CH:12][C:11]=1[OH:17].[CH:18]([N-:21][CH:22](C)C)(C)[CH3:19].[Li+].CCCCCCC.C1COCC1.O. The catalyst is O1CCCC1. The product is [CH3:22][N:21]1[CH2:18][CH2:19][C@@H:9]([C:10]2[CH:15]=[C:14]([Cl:16])[CH:13]=[CH:12][C:11]=2[OH:17])[C@@H:8]1[C:3]1[CH:4]=[CH:5][CH:6]=[CH:7][C:2]=1[Br:1]. The yield is 0.790. (2) The reactants are Br[C:2]1[CH:7]=[CH:6][C:5]([N:8]2[C:14]3=[N:15][C:16]4[C:21]([Cl:22])=[CH:20][CH:19]=[C:18]([CH:23]([CH2:26][CH3:27])[CH2:24][CH3:25])[C:17]=4[N:13]3[CH2:12][CH2:11][CH2:10][CH2:9]2)=[C:4]([CH3:28])[CH:3]=1.C([Li])CCC.[CH3:34][S:35]SC. The catalyst is O1CCCC1.[Cl-].[NH4+]. The product is [Cl:22][C:21]1[C:16]2[N:15]=[C:14]3[N:8]([C:5]4[CH:6]=[CH:7][C:2]([S:35][CH3:34])=[CH:3][C:4]=4[CH3:28])[CH2:9][CH2:10][CH2:11][CH2:12][N:13]3[C:17]=2[C:18]([CH:23]([CH2:24][CH3:25])[CH2:26][CH3:27])=[CH:19][CH:20]=1. The yield is 0.540.